Dataset: Reaction yield outcomes from USPTO patents with 853,638 reactions. Task: Predict the reaction yield, written as a fraction of the theoretical maximum amount of product (1.0 means a 100% yield; for example, 0.34 means a 34% yield). (1) The reactants are Cl[CH2:2][C:3]1[C:11]([F:12])=[CH:10][C:6]2[O:7][CH2:8][O:9][C:5]=2[CH:4]=1.[C-:13]#[N:14].[Na+].O. The catalyst is CS(C)=O. The product is [F:12][C:11]1[C:3]([CH2:2][C:13]#[N:14])=[CH:4][C:5]2[O:9][CH2:8][O:7][C:6]=2[CH:10]=1. The yield is 0.700. (2) The reactants are Cl.[Cl:2][C:3]1[C:8]2[N:9]([C:30]3[CH:35]=[CH:34][CH:33]=[CH:32][CH:31]=3)[C:10]([C@@H:12]([NH:14][C:15]3[N:23]=[CH:22][N:21]=[C:20]4[C:16]=3[N:17]=[CH:18][N:19]4C3CCCCO3)[CH3:13])=[N:11][C:7]=2[CH:6]=[CH:5][C:4]=1[F:36]. The catalyst is O1CCOCC1.CO. The product is [Cl:2][C:3]1[C:8]2[N:9]([C:30]3[CH:31]=[CH:32][CH:33]=[CH:34][CH:35]=3)[C:10]([CH:12]([NH:14][C:15]3[N:23]=[CH:22][N:21]=[C:20]4[C:16]=3[N:17]=[CH:18][NH:19]4)[CH3:13])=[N:11][C:7]=2[CH:6]=[CH:5][C:4]=1[F:36]. The yield is 0.690.